Dataset: NCI-60 drug combinations with 297,098 pairs across 59 cell lines. Task: Regression. Given two drug SMILES strings and cell line genomic features, predict the synergy score measuring deviation from expected non-interaction effect. (1) Synergy scores: CSS=79.4, Synergy_ZIP=1.38, Synergy_Bliss=1.46, Synergy_Loewe=5.33, Synergy_HSA=9.42. Drug 1: C1CC2CC3=C(CC1C24CN(S(=O)(=O)N4)CC(F)(F)F)C=CC(=C3)C=CCN5CCC(CC5)C(F)(F)F. Drug 2: C1=CC(=C(C=C1I)F)NC2=C(C=CC(=C2F)F)C(=O)NOCC(CO)O. Cell line: HT29. (2) Drug 2: CC1C(C(CC(O1)OC2CC(OC(C2O)C)OC3=CC4=CC5=C(C(=O)C(C(C5)C(C(=O)C(C(C)O)O)OC)OC6CC(C(C(O6)C)O)OC7CC(C(C(O7)C)O)OC8CC(C(C(O8)C)O)(C)O)C(=C4C(=C3C)O)O)O)O. Cell line: SK-MEL-5. Drug 1: C1=CC(=CC=C1CC(C(=O)O)N)N(CCCl)CCCl.Cl. Synergy scores: CSS=22.2, Synergy_ZIP=-0.837, Synergy_Bliss=6.35, Synergy_Loewe=-1.08, Synergy_HSA=0.544. (3) Drug 1: C1=CC(=C2C(=C1NCCNCCO)C(=O)C3=C(C=CC(=C3C2=O)O)O)NCCNCCO. Drug 2: C(CC(=O)O)C(=O)CN.Cl. Cell line: BT-549. Synergy scores: CSS=42.1, Synergy_ZIP=5.19, Synergy_Bliss=4.59, Synergy_Loewe=-13.3, Synergy_HSA=6.19. (4) Drug 1: CC(C1=C(C=CC(=C1Cl)F)Cl)OC2=C(N=CC(=C2)C3=CN(N=C3)C4CCNCC4)N. Drug 2: CN(C(=O)NC(C=O)C(C(C(CO)O)O)O)N=O. Cell line: CAKI-1. Synergy scores: CSS=6.25, Synergy_ZIP=-3.88, Synergy_Bliss=-2.38, Synergy_Loewe=-17.6, Synergy_HSA=-1.47.